Dataset: Full USPTO retrosynthesis dataset with 1.9M reactions from patents (1976-2016). Task: Predict the reactants needed to synthesize the given product. (1) Given the product [Cl:18][C:15]1[CH:14]=[CH:13][C:12]([CH:9]2[CH2:10][CH2:11][N:6]([C:4](=[O:5])[C@H:3]([NH:2][C:41](=[O:48])[C:42]3[CH:47]=[CH:46][CH:45]=[CH:44][CH:43]=3)[CH:19]([CH3:21])[CH3:20])[CH2:7][CH2:8]2)=[CH:17][CH:16]=1, predict the reactants needed to synthesize it. The reactants are: Cl.[NH2:2][C@H:3]([CH:19]([CH3:21])[CH3:20])[C:4]([N:6]1[CH2:11][CH2:10][CH:9]([C:12]2[CH:17]=[CH:16][C:15]([Cl:18])=[CH:14][CH:13]=2)[CH2:8][CH2:7]1)=[O:5].C1C=CC2N(O)N=NC=2C=1.CCN(C(C)C)C(C)C.[C:41](O)(=[O:48])[C:42]1[CH:47]=[CH:46][CH:45]=[CH:44][CH:43]=1. (2) The reactants are: Br[CH2:2][CH2:3][CH2:4][CH2:5][CH2:6][C:7]([NH:9][C:10]1[C:11]([S:18][CH3:19])=[N:12][C:13]([S:16][CH3:17])=[CH:14][CH:15]=1)=[O:8].[SH:20][C:21]1[O:22][C:23]2[CH:29]=[CH:28][CH:27]=[CH:26][C:24]=2[N:25]=1.C1OCCOCCOCCOCCOCCOC1.C(=O)([O-])[O-].[K+].[K+]. Given the product [O:22]1[C:23]2[CH:29]=[CH:28][CH:27]=[CH:26][C:24]=2[N:25]=[C:21]1[S:20][CH2:2][CH2:3][CH2:4][CH2:5][CH2:6][C:7]([NH:9][C:10]1[C:11]([S:18][CH3:19])=[N:12][C:13]([S:16][CH3:17])=[CH:14][CH:15]=1)=[O:8], predict the reactants needed to synthesize it. (3) Given the product [F:1][C:2]1[CH:7]=[CH:6][C:5]([CH:8]2[CH2:12][CH2:11][N:10]([C:13]([C:15]3[N:16]=[C:17]4[C:22]([C:23]([F:25])([F:26])[F:24])=[CH:21][C:20]([C:27]5[CH:31]=[CH:30][O:29][CH:28]=5)=[CH:19][N:18]4[C:32]=3[CH2:33][C:34]3[O:36][N:56]=[C:51]([CH3:52])[N:50]=3)=[O:14])[CH2:9]2)=[CH:4][CH:3]=1, predict the reactants needed to synthesize it. The reactants are: [F:1][C:2]1[CH:7]=[CH:6][C:5]([CH:8]2[CH2:12][CH2:11][N:10]([C:13]([C:15]3[N:16]=[C:17]4[C:22]([C:23]([F:26])([F:25])[F:24])=[CH:21][C:20]([C:27]5[CH:31]=[CH:30][O:29][CH:28]=5)=[CH:19][N:18]4[C:32]=3[CH2:33][C:34]([OH:36])=O)=[O:14])[CH2:9]2)=[CH:4][CH:3]=1.ONC(=O)C.CN(C(O[N:50]1N=N[C:52]2C=CC=[N:56][C:51]1=2)=[N+](C)C)C.F[P-](F)(F)(F)(F)F.C(N(C(C)C)CC)(C)C. (4) Given the product [CH2:24]([N:31]([CH2:32][CH2:33][OH:34])[CH2:9][C@@H:8]([C:5]1[CH:6]=[CH:7][C:2]([F:1])=[C:3]([NH:19][S:20]([CH3:23])(=[O:22])=[O:21])[CH:4]=1)[O:11][Si:12]([CH2:17][CH3:18])([CH2:15][CH3:16])[CH2:13][CH3:14])[C:25]1[CH:30]=[CH:29][CH:28]=[CH:27][CH:26]=1, predict the reactants needed to synthesize it. The reactants are: [F:1][C:2]1[CH:7]=[CH:6][C:5]([C@@H:8]([O:11][Si:12]([CH2:17][CH3:18])([CH2:15][CH3:16])[CH2:13][CH3:14])[CH2:9]I)=[CH:4][C:3]=1[NH:19][S:20]([CH3:23])(=[O:22])=[O:21].[CH2:24]([NH:31][CH2:32][CH2:33][OH:34])[C:25]1[CH:30]=[CH:29][CH:28]=[CH:27][CH:26]=1.